This data is from Full USPTO retrosynthesis dataset with 1.9M reactions from patents (1976-2016). The task is: Predict the reactants needed to synthesize the given product. (1) Given the product [CH3:15][C:10]1([C:7]2[S:8][CH:9]=[C:5]([CH2:4][N:21]3[N:20]=[C:19]([N+:16]([O-:18])=[O:17])[CH:23]=[N:22]3)[N:6]=2)[O:14][CH2:13][CH2:12][O:11]1, predict the reactants needed to synthesize it. The reactants are: N#N.Cl[CH2:4][C:5]1[N:6]=[C:7]([C:10]2([CH3:15])[O:14][CH2:13][CH2:12][O:11]2)[S:8][CH:9]=1.[N+:16]([C:19]1[CH:23]=[N:22][NH:21][N:20]=1)([O-:18])=[O:17].CCN(C(C)C)C(C)C. (2) Given the product [C:1]([O:5][C:6]([N:8]1[CH2:13][CH2:12][N:11]([C:14]2[CH:15]=[CH:16][C:17]([O:20][CH:31]3[CH2:32][CH2:33][N:28]([C:26]([O:25][C:21]([CH3:24])([CH3:23])[CH3:22])=[O:27])[CH2:29][CH2:30]3)=[CH:18][CH:19]=2)[CH2:10][CH2:9]1)=[O:7])([CH3:4])([CH3:2])[CH3:3], predict the reactants needed to synthesize it. The reactants are: [C:1]([O:5][C:6]([N:8]1[CH2:13][CH2:12][N:11]([C:14]2[CH:19]=[CH:18][C:17]([OH:20])=[CH:16][CH:15]=2)[CH2:10][CH2:9]1)=[O:7])([CH3:4])([CH3:3])[CH3:2].[C:21]([O:25][C:26]([N:28]1[CH2:33][CH2:32][CH:31](O)[CH2:30][CH2:29]1)=[O:27])([CH3:24])([CH3:23])[CH3:22].C1(P(C2C=CC=CC=2)C2C=CC=CC=2)C=CC=CC=1.CC(OC(/N=N/C(OC(C)(C)C)=O)=O)(C)C. (3) Given the product [C:11]1([C:10]([C:17]2[CH:22]=[CH:21][CH:20]=[CH:19][CH:18]=2)=[N:23][NH:24][C:2]2[CH:3]=[CH:4][C:5]([O:8][CH3:9])=[N:6][CH:7]=2)[CH:12]=[CH:13][CH:14]=[CH:15][CH:16]=1, predict the reactants needed to synthesize it. The reactants are: Br[C:2]1[CH:3]=[CH:4][C:5]([O:8][CH3:9])=[N:6][CH:7]=1.[C:10](=[N:23][NH2:24])([C:17]1[CH:22]=[CH:21][CH:20]=[CH:19][CH:18]=1)[C:11]1[CH:16]=[CH:15][CH:14]=[CH:13][CH:12]=1.CC(C)([O-])C.[Na+]. (4) Given the product [NH2:8][C@H:9]1[C:15](=[O:16])[NH:14][C:13]2[CH:17]=[C:18]([F:21])[CH:19]=[CH:20][C:12]=2[O:11][C:10]1([CH3:23])[CH3:22], predict the reactants needed to synthesize it. The reactants are: C([N:8](CC1C=CC=CC=1)[C@H:9]1[C:15](=[O:16])[NH:14][C:13]2[CH:17]=[C:18]([F:21])[CH:19]=[CH:20][C:12]=2[O:11][C:10]1([CH3:23])[CH3:22])C1C=CC=CC=1. (5) Given the product [Cl:5][CH2:4][CH2:3][CH2:2][O:22][C:19]1[CH:20]=[CH:21][C:16]([C:10]2([CH2:9][N:7]([CH3:8])[CH3:6])[CH2:15][CH2:14][O:13][CH2:12][CH2:11]2)=[CH:17][CH:18]=1, predict the reactants needed to synthesize it. The reactants are: Br[CH2:2][CH2:3][CH2:4][Cl:5].[CH3:6][N:7]([CH2:9][C:10]1([C:16]2[CH:21]=[CH:20][C:19]([OH:22])=[CH:18][CH:17]=2)[CH2:15][CH2:14][O:13][CH2:12][CH2:11]1)[CH3:8].C(=O)([O-])[O-].[K+].[K+]. (6) Given the product [CH2:1]([O:8][C:9]1[CH:17]=[CH:16][C:12]([CH2:13][N:14]([CH3:15])[C:19](=[O:27])[CH2:20][CH2:21][CH2:22][CH2:23][CH2:24][CH2:25][CH3:26])=[CH:11][C:10]=1[Br:18])[C:2]1[CH:7]=[CH:6][CH:5]=[CH:4][CH:3]=1, predict the reactants needed to synthesize it. The reactants are: [CH2:1]([O:8][C:9]1[CH:17]=[CH:16][C:12]([CH2:13][NH:14][CH3:15])=[CH:11][C:10]=1[Br:18])[C:2]1[CH:7]=[CH:6][CH:5]=[CH:4][CH:3]=1.[C:19](Cl)(=[O:27])[CH2:20][CH2:21][CH2:22][CH2:23][CH2:24][CH2:25][CH3:26]. (7) Given the product [Cl:1][C:2]1[C:7]([C:8]2[CH:13]=[CH:12][CH:11]=[CH:10][CH:9]=2)=[CH:6][N:5]2[N:15]=[CH:16][N:17]=[C:4]2[N:3]=1, predict the reactants needed to synthesize it. The reactants are: [Cl:1][C:2]1[C:7]([C:8]2[CH:13]=[CH:12][CH:11]=[CH:10][CH:9]=2)=[C:6](Cl)[N:5]2[N:15]=[CH:16][N:17]=[C:4]2[N:3]=1.C(O)(=O)C.CO.